From a dataset of Full USPTO retrosynthesis dataset with 1.9M reactions from patents (1976-2016). Predict the reactants needed to synthesize the given product. Given the product [F:18][C:19]1[CH:24]=[CH:23][CH:22]=[CH:21][C:20]=1[N:9]1[CH:10]=[CH:11][C:7]([C:1]2[CH:2]=[CH:3][CH:4]=[CH:5][CH:6]=2)=[N:8]1, predict the reactants needed to synthesize it. The reactants are: [C:1]1([C:7]2[CH:11]=[CH:10][NH:9][N:8]=2)[CH:6]=[CH:5][CH:4]=[CH:3][CH:2]=1.C(=O)([O-])[O-].[K+].[K+].[F:18][C:19]1[CH:24]=[CH:23][CH:22]=[CH:21][C:20]=1I.